Dataset: Full USPTO retrosynthesis dataset with 1.9M reactions from patents (1976-2016). Task: Predict the reactants needed to synthesize the given product. (1) Given the product [Cl:13][C:14]1[C:19]([C:23]([OH:25])=[O:24])=[C:18]([Cl:20])[N:17]=[C:16]([S:21][CH3:22])[N:15]=1, predict the reactants needed to synthesize it. The reactants are: C([Li])CCC.C(NC(C)C)(C)C.[Cl:13][C:14]1[CH:19]=[C:18]([Cl:20])[N:17]=[C:16]([S:21][CH3:22])[N:15]=1.[C:23](=[O:25])=[O:24].Cl. (2) The reactants are: [OH-].[Ca+2].[OH-].[NH2:4][C@H:5]([C:9]([OH:11])=[O:10])[C@@H:6]([CH3:8])[OH:7].N[C@H]([C:16]([OH:18])=[O:17])CO.[NH2:19][C@H:20]([C:25]([OH:27])=[O:26])[CH2:21][C:22]([OH:24])=[O:23]. Given the product [NH2:4][C@H:5]([C:9]([OH:11])=[O:10])[CH2:6][CH2:8][C:16](=[O:17])[OH:18].[NH2:4][C@H:5]([C:9]([OH:11])=[O:10])[C@@H:6]([CH3:8])[OH:7].[NH2:19][C@H:20]([C:25]([OH:27])=[O:26])[CH2:21][C:22](=[O:23])[OH:24], predict the reactants needed to synthesize it. (3) Given the product [F:19][C:17]1[CH:18]=[CH:11][C:12]([C:87]([OH:88])=[O:90])=[CH:15][CH:16]=1, predict the reactants needed to synthesize it. The reactants are: ClC1C=C(I)C(Cl)=CN=1.N[C:11]1[CH:18]=[C:17]([F:19])[CH:16]=[CH:15][C:12]=1C#N.[O-]P(OP(OP([O-])([O-])=O)([O-])=O)(=O)[O-].[K+].[K+].[K+].[K+].[K+].C1C=CC(P(C2C(OC3C(P(C4C=CC=CC=4)C4C=CC=CC=4)=CC=CC=3)=CC=CC=2)C2C=CC=CC=2)=CC=1.CC1C=C(N)N(C(C)C)N=1.[C:87](=[O:90])([O-])[O-:88].[Cs+].[Cs+].[OH-].[Na+]. (4) Given the product [NH2:10][C:3]1[CH:4]=[C:5]([CH:8]=[CH:9][C:2]=1[F:1])[C:6]#[N:7], predict the reactants needed to synthesize it. The reactants are: [F:1][C:2]1[CH:9]=[CH:8][C:5]([C:6]#[N:7])=[CH:4][C:3]=1[N+:10]([O-])=O.[Cl-].[NH4+]. (5) Given the product [CH3:1][C:2]1[C:7]([CH:8]([CH2:13][CH2:14][CH3:15])[C:9]([OH:11])=[O:10])=[C:6]([C:16]2[CH:21]=[C:20]([F:22])[C:19]([F:23])=[CH:18][C:17]=2[F:24])[N:5]=[C:4]([N:25]2[CH2:30][CH2:29][CH2:28][CH2:27][CH2:26]2)[N:3]=1, predict the reactants needed to synthesize it. The reactants are: [CH3:1][C:2]1[C:7]([CH:8]([CH2:13][CH2:14][CH3:15])[C:9]([O:11]C)=[O:10])=[C:6]([C:16]2[CH:21]=[C:20]([F:22])[C:19]([F:23])=[CH:18][C:17]=2[F:24])[N:5]=[C:4]([N:25]2[CH2:30][CH2:29][CH2:28][CH2:27][CH2:26]2)[N:3]=1.[OH-].[Na+].